This data is from Full USPTO retrosynthesis dataset with 1.9M reactions from patents (1976-2016). The task is: Predict the reactants needed to synthesize the given product. (1) Given the product [F:1][C:2]1[CH:7]=[C:6]([F:8])[C:5]([C:9]2[CH:14]=[N:13][C:12]([F:15])=[N:11][CH:10]=2)=[CH:4][C:3]=1[C@:16]1([CH3:37])[CH2:21][C@@H:20]([C:22]2[C:23]([CH3:28])=[N:24][O:25][C:26]=2[CH3:27])[S:19][C:18]([NH2:29])=[N:17]1, predict the reactants needed to synthesize it. The reactants are: [F:1][C:2]1[CH:7]=[C:6]([F:8])[C:5]([C:9]2[CH:10]=[N:11][C:12]([F:15])=[N:13][CH:14]=2)=[CH:4][C:3]=1[C@:16]1([CH3:37])[CH2:21][C@@H:20]([C:22]2[C:23]([CH3:28])=[N:24][O:25][C:26]=2[CH3:27])[S:19][C:18]([NH:29]C(=O)OC(C)(C)C)=[N:17]1.C(O)(C(F)(F)F)=O.[OH-].[Na+]. (2) Given the product [F:15][C:16]([F:27])([F:28])[O:17][C:18]1[CH:23]=[C:22]([C:2]2[N:7]=[N:6][C:5]([NH2:8])=[N:4][C:3]=2[C:9]2[CH:14]=[CH:13][CH:12]=[CH:11][CH:10]=2)[CH:21]=[CH:20][CH:19]=1, predict the reactants needed to synthesize it. The reactants are: Br[C:2]1[N:7]=[N:6][C:5]([NH2:8])=[N:4][C:3]=1[C:9]1[CH:14]=[CH:13][CH:12]=[CH:11][CH:10]=1.[F:15][C:16]([F:28])([F:27])[O:17][C:18]1[CH:19]=[C:20](B(O)O)[CH:21]=[CH:22][CH:23]=1.